From a dataset of NCI-60 drug combinations with 297,098 pairs across 59 cell lines. Regression. Given two drug SMILES strings and cell line genomic features, predict the synergy score measuring deviation from expected non-interaction effect. (1) Drug 1: CNC(=O)C1=CC=CC=C1SC2=CC3=C(C=C2)C(=NN3)C=CC4=CC=CC=N4. Drug 2: CCCCCOC(=O)NC1=NC(=O)N(C=C1F)C2C(C(C(O2)C)O)O. Cell line: A549. Synergy scores: CSS=7.36, Synergy_ZIP=0.333, Synergy_Bliss=2.12, Synergy_Loewe=-9.25, Synergy_HSA=0.872. (2) Drug 1: CC1=C2C(C(=O)C3(C(CC4C(C3C(C(C2(C)C)(CC1OC(=O)C(C(C5=CC=CC=C5)NC(=O)OC(C)(C)C)O)O)OC(=O)C6=CC=CC=C6)(CO4)OC(=O)C)OC)C)OC. Drug 2: CC1=C(C=C(C=C1)C(=O)NC2=CC(=CC(=C2)C(F)(F)F)N3C=C(N=C3)C)NC4=NC=CC(=N4)C5=CN=CC=C5. Cell line: A498. Synergy scores: CSS=29.9, Synergy_ZIP=3.50, Synergy_Bliss=0.850, Synergy_Loewe=-19.7, Synergy_HSA=-2.16.